From a dataset of Forward reaction prediction with 1.9M reactions from USPTO patents (1976-2016). Predict the product of the given reaction. The product is: [OH:1][B:2]1[C:6]2[CH:7]=[C:8]([O:12][C:20]3[CH:25]=[CH:24][N:23]=[C:22]([N+:26]([O-:28])=[O:27])[CH:21]=3)[CH:9]=[C:10]([CH3:11])[C:5]=2[CH:4]([CH2:13][C:14]([O:16][CH2:17][CH3:18])=[O:15])[O:3]1. Given the reactants [OH:1][B:2]1[C:6]2[CH:7]=[C:8]([OH:12])[CH:9]=[C:10]([CH3:11])[C:5]=2[CH:4]([CH2:13][C:14]([O:16][CH2:17][CH3:18])=[O:15])[O:3]1.Cl[C:20]1[CH:25]=[CH:24][N:23]=[C:22]([N+:26]([O-:28])=[O:27])[CH:21]=1.C(=O)([O-])[O-].[Cs+].[Cs+], predict the reaction product.